Dataset: Catalyst prediction with 721,799 reactions and 888 catalyst types from USPTO. Task: Predict which catalyst facilitates the given reaction. Reactant: [CH2:1]([NH:8][C:9]([C:11]1[CH:12]=[C:13]2[C:18](=[CH:19][CH:20]=1)[CH:17]=[N:16][CH:15]=[C:14]2Br)=[O:10])[C:2]1[CH:7]=[CH:6][CH:5]=[CH:4][CH:3]=1.[N:22]1[CH:27]=[CH:26][C:25](B(O)O)=[CH:24][CH:23]=1.C(=O)([O-])[O-].[Cs+].[Cs+]. Product: [CH2:1]([NH:8][C:9]([C:11]1[CH:12]=[C:13]2[C:18](=[CH:19][CH:20]=1)[CH:17]=[N:16][CH:15]=[C:14]2[C:25]1[CH:26]=[CH:27][N:22]=[CH:23][CH:24]=1)=[O:10])[C:2]1[CH:7]=[CH:6][CH:5]=[CH:4][CH:3]=1. The catalyst class is: 688.